Dataset: Full USPTO retrosynthesis dataset with 1.9M reactions from patents (1976-2016). Task: Predict the reactants needed to synthesize the given product. (1) The reactants are: [Br:1][C:2]1[CH:3]=[C:4]([CH:7]=[CH:8][CH:9]=1)[CH:5]=[O:6].[PH:10](=[O:17])([O:14][CH2:15][CH3:16])[O:11][CH2:12][CH3:13]. Given the product [Br:1][C:2]1[CH:3]=[C:4]([CH:5]([P:10](=[O:17])([O:14][CH2:15][CH3:16])[O:11][CH2:12][CH3:13])[OH:6])[CH:7]=[CH:8][CH:9]=1, predict the reactants needed to synthesize it. (2) Given the product [CH2:14]([O:13][C:11]([C:10]1[C:19]([C:20]2[CH:25]=[CH:24][CH:23]=[C:22]([F:26])[CH:21]=2)=[N:18][O:9][C:5]=1[CH:6]([CH3:8])[CH3:7])=[O:12])[CH3:15], predict the reactants needed to synthesize it. The reactants are: CC[O-].[Na+].[C:5]([CH2:10][C:11]([O:13][CH2:14][CH3:15])=[O:12])(=[O:9])[CH:6]([CH3:8])[CH3:7].ClO[N:18]=[CH:19][C:20]1[CH:25]=[CH:24][CH:23]=[C:22]([F:26])[CH:21]=1. (3) Given the product [C:11]([N:10]=[C:13]([NH2:14])[NH:4][C:3]1[CH:5]=[C:6]([F:9])[CH:7]=[CH:8][C:2]=1[F:1])#[N:12], predict the reactants needed to synthesize it. The reactants are: [F:1][C:2]1[CH:8]=[CH:7][C:6]([F:9])=[CH:5][C:3]=1[NH2:4].[N-:10]([C:13]#[N:14])[C:11]#[N:12].[Na+].